From a dataset of Full USPTO retrosynthesis dataset with 1.9M reactions from patents (1976-2016). Predict the reactants needed to synthesize the given product. (1) Given the product [CH3:14][S:5][C:4]([N:6]1[CH2:10][CH2:9][C:8]([CH2:11][CH3:12])=[N:7]1)=[N:3][CH2:1][CH3:2], predict the reactants needed to synthesize it. The reactants are: [CH2:1]([NH:3][C:4]([N:6]1[CH2:10][CH2:9][C:8]([CH2:11][CH3:12])=[N:7]1)=[S:5])[CH3:2].I[CH3:14]. (2) Given the product [NH2:10][CH2:11][C@@H:12]1[CH2:16][CH2:15][N:14]([CH2:17][C@@H:18]([C:20]2[C:29]3[C:24](=[CH:25][CH:26]=[C:27]([O:30][CH3:31])[N:28]=3)[N:23]=[CH:22][C:21]=2[F:32])[OH:19])[CH2:13]1, predict the reactants needed to synthesize it. The reactants are: C1(COC(=O)[NH:10][CH2:11][C@@H:12]2[CH2:16][CH2:15][N:14]([CH2:17][C@@H:18]([C:20]3[C:29]4[C:24](=[CH:25][CH:26]=[C:27]([O:30][CH3:31])[N:28]=4)[N:23]=[CH:22][C:21]=3[F:32])[OH:19])[CH2:13]2)C=CC=CC=1.